The task is: Predict the product of the given reaction.. This data is from Forward reaction prediction with 1.9M reactions from USPTO patents (1976-2016). (1) Given the reactants [SH:1][C:2]1[NH:3][C:4]2[CH:10]=[CH:9][CH:8]=[CH:7][C:5]=2[N:6]=1.C[O-].[Na+].[CH2:14]([O:24][C:25]1[CH:30]=[CH:29][N:28]=[C:27]([CH2:31]Cl)[C:26]=1[CH3:33])[CH2:15][CH2:16][CH2:17][CH2:18][CH2:19][CH2:20][CH2:21][CH2:22][CH3:23], predict the reaction product. The product is: [CH2:14]([O:24][C:25]1[CH:30]=[CH:29][N:28]=[C:27]([CH2:31][S:1][C:2]2[NH:6][C:5]3[CH:7]=[CH:8][CH:9]=[CH:10][C:4]=3[N:3]=2)[C:26]=1[CH3:33])[CH2:15][CH2:16][CH2:17][CH2:18][CH2:19][CH2:20][CH2:21][CH2:22][CH3:23]. (2) Given the reactants [OH-].[Al+3:2].[OH-].[OH-].[P:5](=[O:9])([OH:8])([OH:7])[OH:6], predict the reaction product. The product is: [P:5]([O-:9])([OH:8])([OH:7])=[O:6].[P:5]([O-:9])([OH:8])([OH:7])=[O:6].[P:5]([O-:9])([OH:8])([OH:7])=[O:6].[Al+3:2].